From a dataset of NCI-60 drug combinations with 297,098 pairs across 59 cell lines. Regression. Given two drug SMILES strings and cell line genomic features, predict the synergy score measuring deviation from expected non-interaction effect. (1) Drug 1: CC1=CC2C(CCC3(C2CCC3(C(=O)C)OC(=O)C)C)C4(C1=CC(=O)CC4)C. Drug 2: CC12CCC3C(C1CCC2O)C(CC4=C3C=CC(=C4)O)CCCCCCCCCS(=O)CCCC(C(F)(F)F)(F)F. Cell line: SK-MEL-5. Synergy scores: CSS=-8.32, Synergy_ZIP=4.83, Synergy_Bliss=-1.86, Synergy_Loewe=-11.8, Synergy_HSA=-11.8. (2) Drug 1: C1=CC(=CC=C1CCC2=CNC3=C2C(=O)NC(=N3)N)C(=O)NC(CCC(=O)O)C(=O)O. Drug 2: CC1OCC2C(O1)C(C(C(O2)OC3C4COC(=O)C4C(C5=CC6=C(C=C35)OCO6)C7=CC(=C(C(=C7)OC)O)OC)O)O. Cell line: NCI-H460. Synergy scores: CSS=64.0, Synergy_ZIP=-2.55, Synergy_Bliss=-2.75, Synergy_Loewe=3.16, Synergy_HSA=5.04. (3) Drug 1: C1CC(=O)NC(=O)C1N2CC3=C(C2=O)C=CC=C3N. Drug 2: CC1=C(N=C(N=C1N)C(CC(=O)N)NCC(C(=O)N)N)C(=O)NC(C(C2=CN=CN2)OC3C(C(C(C(O3)CO)O)O)OC4C(C(C(C(O4)CO)O)OC(=O)N)O)C(=O)NC(C)C(C(C)C(=O)NC(C(C)O)C(=O)NCCC5=NC(=CS5)C6=NC(=CS6)C(=O)NCCC[S+](C)C)O. Cell line: HCT-15. Synergy scores: CSS=13.2, Synergy_ZIP=-3.59, Synergy_Bliss=-0.559, Synergy_Loewe=-21.6, Synergy_HSA=0.0243. (4) Drug 1: CC1=CC=C(C=C1)C2=CC(=NN2C3=CC=C(C=C3)S(=O)(=O)N)C(F)(F)F. Drug 2: CN1C2=C(C=C(C=C2)N(CCCl)CCCl)N=C1CCCC(=O)O.Cl. Cell line: DU-145. Synergy scores: CSS=-3.93, Synergy_ZIP=3.76, Synergy_Bliss=3.73, Synergy_Loewe=0.586, Synergy_HSA=-3.95. (5) Drug 1: C1C(C(OC1N2C=NC3=C(N=C(N=C32)Cl)N)CO)O. Drug 2: C1CCC(C(C1)N)N.C(=O)(C(=O)[O-])[O-].[Pt+4]. Cell line: EKVX. Synergy scores: CSS=-0.301, Synergy_ZIP=1.45, Synergy_Bliss=3.87, Synergy_Loewe=-1.68, Synergy_HSA=0.462. (6) Drug 1: CC12CCC(CC1=CCC3C2CCC4(C3CC=C4C5=CN=CC=C5)C)O. Drug 2: C1CCN(CC1)CCOC2=CC=C(C=C2)C(=O)C3=C(SC4=C3C=CC(=C4)O)C5=CC=C(C=C5)O. Cell line: M14. Synergy scores: CSS=5.57, Synergy_ZIP=1.65, Synergy_Bliss=8.18, Synergy_Loewe=5.44, Synergy_HSA=5.69. (7) Drug 1: CC1OCC2C(O1)C(C(C(O2)OC3C4COC(=O)C4C(C5=CC6=C(C=C35)OCO6)C7=CC(=C(C(=C7)OC)O)OC)O)O. Drug 2: C(CCl)NC(=O)N(CCCl)N=O. Cell line: 786-0. Synergy scores: CSS=21.9, Synergy_ZIP=-10.8, Synergy_Bliss=-4.41, Synergy_Loewe=-12.0, Synergy_HSA=-2.56. (8) Drug 1: C1=NNC2=C1C(=O)NC=N2. Drug 2: CC(C)CN1C=NC2=C1C3=CC=CC=C3N=C2N. Cell line: UACC62. Synergy scores: CSS=1.37, Synergy_ZIP=0.364, Synergy_Bliss=1.49, Synergy_Loewe=1.41, Synergy_HSA=0.344. (9) Drug 1: CC1=CC2C(CCC3(C2CCC3(C(=O)C)OC(=O)C)C)C4(C1=CC(=O)CC4)C. Drug 2: CC1=C(C=C(C=C1)C(=O)NC2=CC(=CC(=C2)C(F)(F)F)N3C=C(N=C3)C)NC4=NC=CC(=N4)C5=CN=CC=C5. Cell line: HS 578T. Synergy scores: CSS=-4.59, Synergy_ZIP=4.79, Synergy_Bliss=4.94, Synergy_Loewe=-1.56, Synergy_HSA=-1.32.